Dataset: Catalyst prediction with 721,799 reactions and 888 catalyst types from USPTO. Task: Predict which catalyst facilitates the given reaction. (1) Reactant: CON(C)[C:4]([C:6]1[CH:11]=[CH:10][CH:9]=[CH:8][N:7]=1)=[O:5].[F:13][C:14]([F:25])([F:24])[O:15][C:16]1[CH:21]=[CH:20][C:19]([Mg]Br)=[CH:18][CH:17]=1.O1CCCC1.[Cl-].[NH4+]. Product: [N:7]1[CH:8]=[CH:9][CH:10]=[CH:11][C:6]=1[C:4]([C:19]1[CH:18]=[CH:17][C:16]([O:15][C:14]([F:13])([F:24])[F:25])=[CH:21][CH:20]=1)=[O:5]. The catalyst class is: 7. (2) Reactant: [ClH:1].[NH2:2][C:3]1[N:4]=[CH:5][C:6]([C:18]2[CH:39]=[CH:38][C:21]([O:22][CH2:23][CH2:24][N:25]3[CH2:30][CH2:29][N:28](C(OC(C)(C)C)=O)[CH2:27][CH2:26]3)=[CH:20][CH:19]=2)=[N:7][C:8]=1[C:9]([NH:11][C:12]1[CH:13]=[N:14][CH:15]=[CH:16][CH:17]=1)=[O:10]. Product: [ClH:1].[NH2:2][C:3]1[C:8]([C:9]([NH:11][C:12]2[CH:13]=[N:14][CH:15]=[CH:16][CH:17]=2)=[O:10])=[N:7][C:6]([C:18]2[CH:39]=[CH:38][C:21]([O:22][CH2:23][CH2:24][N:25]3[CH2:30][CH2:29][NH:28][CH2:27][CH2:26]3)=[CH:20][CH:19]=2)=[CH:5][N:4]=1. The catalyst class is: 5. (3) Reactant: [C:1]([C:4]1[C:13]2[C:8](=[CH:9][CH:10]=[CH:11][CH:12]=2)[C:7]([C:14]([O:16][CH3:17])=[O:15])=[CH:6][CH:5]=1)(=[O:3])[CH3:2].[F:18][C:19]([F:37])([F:36])[C:20]1[CH:21]=[C:22]([C:30](=O)[C:31]([F:34])([F:33])[F:32])[CH:23]=[C:24]([C:26]([F:29])([F:28])[F:27])[CH:25]=1.[OH-].[Ca+2].[OH-].CN(C)C=O. Product: [F:18][C:19]([F:36])([F:37])[C:20]1[CH:21]=[C:22]([C:30]([C:31]([F:34])([F:33])[F:32])=[CH:2][C:1]([C:4]2[C:13]3[C:8](=[CH:9][CH:10]=[CH:11][CH:12]=3)[C:7]([C:14]([O:16][CH3:17])=[O:15])=[CH:6][CH:5]=2)=[O:3])[CH:23]=[C:24]([C:26]([F:27])([F:28])[F:29])[CH:25]=1. The catalyst class is: 310. (4) Reactant: Cl[C:2]1[C:7]([CH:8]=[O:9])=[C:6]([N:10]2[CH2:22][CH2:21][C:20]3[N:19]4[C:14]([CH2:15][CH2:16][CH2:17][CH2:18]4)=[CH:13][C:12]=3[C:11]2=[O:23])[N:5]=[CH:4][CH:3]=1.[CH3:24][N:25]1[CH:30]=[C:29](B2OC(C)(C)C(C)(C)O2)[CH:28]=[C:27]([NH:40][C:41]2[CH:50]=[C:44]3[CH2:45][N:46]([CH3:49])[CH2:47][CH2:48][N:43]3[N:42]=2)[C:26]1=[O:51].CC([O-])=O.[Na+].C(#N)C. Product: [CH:8]([C:7]1[C:6]([N:10]2[CH2:22][CH2:21][C:20]3[N:19]4[C:14]([CH2:15][CH2:16][CH2:17][CH2:18]4)=[CH:13][C:12]=3[C:11]2=[O:23])=[N:5][CH:4]=[CH:3][C:2]=1[C:29]1[CH:28]=[C:27]([NH:40][C:41]2[CH:50]=[C:44]3[CH2:45][N:46]([CH3:49])[CH2:47][CH2:48][N:43]3[N:42]=2)[C:26](=[O:51])[N:25]([CH3:24])[CH:30]=1)=[O:9]. The catalyst class is: 263. (5) Reactant: [NH2:1][C:2]1[CH:12]=[CH:11][C:10](Br)=[C:4]2[C:5]([NH:7][C:8](=[O:9])[C:3]=12)=[O:6].[O:14]1[C:18]2[CH:19]=[CH:20][CH:21]=[CH:22][C:17]=2[CH:16]=[C:15]1B(O)O.C1(C)C=CC=CC=1P(C1C=CC=CC=1C)C1C=CC=CC=1C.C(N(CC)CC)C. Product: [NH2:1][C:2]1[CH:12]=[CH:11][C:10]([C:15]2[O:14][C:18]3[CH:19]=[CH:20][CH:21]=[CH:22][C:17]=3[CH:16]=2)=[C:4]2[C:5]([NH:7][C:8](=[O:9])[C:3]=12)=[O:6]. The catalyst class is: 524. (6) Reactant: [N:1]1[CH:6]=[CH:5][CH:4]=[C:3]2[CH2:7][N:8]([CH2:10][C:11]3[N:23]=[C:22]4[N:13]([C:14]([NH:25]CC5C=CC(OC)=CC=5OC)=[N:15][C:16]5[C:17]([CH3:24])=[CH:18][CH:19]=[CH:20][C:21]=54)[N:12]=3)[CH2:9][C:2]=12. Product: [N:1]1[CH:6]=[CH:5][CH:4]=[C:3]2[CH2:7][N:8]([CH2:10][C:11]3[N:23]=[C:22]4[N:13]([C:14]([NH2:25])=[N:15][C:16]5[C:17]([CH3:24])=[CH:18][CH:19]=[CH:20][C:21]=54)[N:12]=3)[CH2:9][C:2]=12. The catalyst class is: 67. (7) Reactant: B1([O-])OO1.[OH2:5].[OH2:6].O.O.[Na+].[NH2:10][C:11]1[C:15]([C:16]([O:18][CH2:19][CH3:20])=[O:17])=[C:14]([CH2:21][C:22]2[CH:27]=[CH:26][CH:25]=[CH:24][CH:23]=2)[N:13]([CH3:28])[N:12]=1.O. Product: [CH2:21]([C:14]1[N:13]([CH3:28])[N:12]=[C:11]([N+:10]([O-:6])=[O:5])[C:15]=1[C:16]([O:18][CH2:19][CH3:20])=[O:17])[C:22]1[CH:27]=[CH:26][CH:25]=[CH:24][CH:23]=1. The catalyst class is: 55.